From a dataset of Reaction yield outcomes from USPTO patents with 853,638 reactions. Predict the reaction yield, written as a fraction of the theoretical maximum amount of product (1.0 means a 100% yield; for example, 0.34 means a 34% yield). (1) The reactants are [CH3:1][N:2]([C:20]1[CH:21]=[CH:22][CH:23]=[CH:24][N:25]=1)[CH2:3][CH2:4][O:5][C:6]1[CH:7]=[CH:8][C:9]([CH2:12][CH:13]2[S:19][C:17](=[O:18])[NH:16][C:14]2=[O:15])=[CH:10][CH:11]=1.[C:26]([OH:33])(=[O:32])/[CH:27]=[CH:28]\[C:29]([OH:31])=[O:30]. The product is [CH3:1][N:2]([C:20]1[CH:21]=[CH:22][CH:23]=[CH:24][N:25]=1)[CH2:3][CH2:4][O:5][C:6]1[CH:11]=[CH:10][C:9]([CH2:12][CH:13]2[S:19][C:17](=[O:18])[NH:16][C:14]2=[O:15])=[CH:8][CH:7]=1.[CH:27](/[C:26]([OH:33])=[O:32])=[CH:28]/[C:29]([OH:31])=[O:30]. The catalyst is O. The yield is 0.750. (2) The reactants are [CH3:1][C:2]1([CH3:11])[N:6]2[C:7](=[O:10])[CH2:8][CH2:9][C@@H:5]2[CH2:4][O:3]1.C([N-]C(C)C)(C)C.[Li+].C1COCC1.CCCCCCC.C(C1C=CC=CC=1)C.[CH3:40][C:41]([CH3:43])=[O:42]. The catalyst is C1COCC1. The product is [OH:42][C:41]([CH:8]1[C:7](=[O:10])[N:6]2[C:2]([CH3:11])([CH3:1])[O:3][CH2:4][C@H:5]2[CH2:9]1)([CH3:43])[CH3:40]. The yield is 0.663. (3) The product is [CH3:16][C:6]1[C:7]([CH:8]([CH2:13][CH2:14][CH3:15])[C:9]([O:11][CH3:12])=[O:10])=[C:2]([C:38]2[CH:37]=[C:36]3[C:41](=[CH:40][CH:39]=2)[N:33]([CH3:32])[CH2:34][CH2:35]3)[N:3]=[C:4]([C:17]2[CH:22]=[CH:21][CH:20]=[CH:19][CH:18]=2)[N:5]=1. The catalyst is COCCOC.O.C1C=CC([P]([Pd]([P](C2C=CC=CC=2)(C2C=CC=CC=2)C2C=CC=CC=2)([P](C2C=CC=CC=2)(C2C=CC=CC=2)C2C=CC=CC=2)[P](C2C=CC=CC=2)(C2C=CC=CC=2)C2C=CC=CC=2)(C2C=CC=CC=2)C2C=CC=CC=2)=CC=1. The reactants are Cl[C:2]1[C:7]([CH:8]([CH2:13][CH2:14][CH3:15])[C:9]([O:11][CH3:12])=[O:10])=[C:6]([CH3:16])[N:5]=[C:4]([C:17]2[CH:22]=[CH:21][CH:20]=[CH:19][CH:18]=2)[N:3]=1.C(N(CC)C(C)C)(C)C.[CH3:32][N:33]1[C:41]2[C:36](=[CH:37][C:38](B3OC(C)(C)C(C)(C)O3)=[CH:39][CH:40]=2)[CH2:35][CH2:34]1. The yield is 0.580. (4) The reactants are C(=O)([O-])[O-].[Cs+].[Cs+].[F:7][C:8]1[CH:9]=[C:10]2[C:15](=[CH:16][C:17]=1[OH:18])[N:14]=[CH:13][N:12]=[C:11]2[NH:19][C:20]1[CH:24]=[C:23]([CH2:25][C:26]([NH:28][C:29]2[CH:34]=[CH:33][CH:32]=[C:31]([F:35])[CH:30]=2)=[O:27])[NH:22][N:21]=1.Br[CH2:37][CH2:38][CH2:39][Cl:40].O. The catalyst is CN(C)C=O.ClCCl. The product is [Cl:40][CH2:39][CH2:38][CH2:37][O:18][C:17]1[CH:16]=[C:15]2[C:10]([C:11]([NH:19][C:20]3[CH:24]=[C:23]([CH2:25][C:26]([NH:28][C:29]4[CH:34]=[CH:33][CH:32]=[C:31]([F:35])[CH:30]=4)=[O:27])[NH:22][N:21]=3)=[N:12][CH:13]=[N:14]2)=[CH:9][C:8]=1[F:7]. The yield is 0.570.